Predict the reactants needed to synthesize the given product. From a dataset of Full USPTO retrosynthesis dataset with 1.9M reactions from patents (1976-2016). Given the product [CH3:38][C@:39]12[C@@H:48]3[CH2:49][CH2:50][C@@:51]4([O:56][C@@H:57]5[O:62][C@H:61]([CH2:63][OH:64])[C@@H:60]([OH:65])[C@H:59]([OH:66])[C@H:58]5[O:67][C@@H:68]5[O:73][C@H:72]([CH2:74][OH:75])[C@@H:71]([OH:76])[C@H:70]([O:77][C@@H:78]6[O:83][C@H:82]([CH2:84][OH:85])[C@@H:81]([OH:86])[C@H:80]([OH:87])[C@H:79]6[OH:88])[C@H:69]5[OH:89])[C:53]([CH2:55][C@@:47]3([CH2:52]4)[CH2:46][CH2:45][C@@H:44]1[C@@:43]([C:91]([O:93][C@@H:94]1[O:99][C@H:98]([CH2:100][OH:101])[C@@H:97]([OH:102])[C@H:96]([OH:103])[C@H:95]1[OH:104])=[O:92])([CH3:90])[CH2:42][CH2:41][CH2:40]2)=[CH2:54].[CH2:74]([OH:75])[C@H:72]1[O:73][C@H:68]([O:67][C@:58]2([CH2:57][OH:56])[O:62][C@H:61]([CH2:63][OH:64])[C@@H:60]([OH:65])[C@@H:59]2[OH:66])[C@H:69]([OH:89])[C@@H:70]([OH:77])[C@@H:71]1[OH:76], predict the reactants needed to synthesize it. The reactants are: C([O-])(=O)C(CC([O-])=O)O.[Ca+2].O=C([O-])[C@@H]([C@H]([C@@H]([C@@H](CO)O)O)O)O.[Mg+2].O=C([O-])[C@@H]([C@H]([C@@H]([C@@H](CO)O)O)O)O.[CH3:38][C@:39]12[C@@H:48]3[CH2:49][CH2:50][C@@:51]4([O:56][C@@H:57]5[O:62][C@H:61]([CH2:63][OH:64])[C@@H:60]([OH:65])[C@H:59]([OH:66])[C@H:58]5[O:67][C@@H:68]5[O:73][C@H:72]([CH2:74][OH:75])[C@@H:71]([OH:76])[C@H:70]([O:77][C@@H:78]6[O:83][C@H:82]([CH2:84][OH:85])[C@@H:81]([OH:86])[C@H:80]([OH:87])[C@H:79]6[OH:88])[C@H:69]5[OH:89])[C:53]([CH2:55][C@@:47]3([CH2:52]4)[CH2:46][CH2:45][C@@H:44]1[C@@:43]([C:91]([O:93][C@@H:94]1[O:99][C@H:98]([CH2:100][OH:101])[C@@H:97]([OH:102])[C@H:96]([OH:103])[C@H:95]1[OH:104])=[O:92])([CH3:90])[CH2:42][CH2:41][CH2:40]2)=[CH2:54].C(O)[C@@H]([C@@H](CO)O)O.